Task: Predict the product of the given reaction.. Dataset: Forward reaction prediction with 1.9M reactions from USPTO patents (1976-2016) Given the reactants OS(O)(=O)=O.[CH:6]([C:9]1[CH:15]=[C:14]([Br:16])[CH:13]=[C:12]([CH:17]([CH3:19])[CH3:18])[C:10]=1N)([CH3:8])[CH3:7].N([O-])=O.[Na+].[I-:24].[K+], predict the reaction product. The product is: [I:24][C:10]1[C:9]([CH:6]([CH3:8])[CH3:7])=[CH:15][C:14]([Br:16])=[CH:13][C:12]=1[CH:17]([CH3:19])[CH3:18].